Dataset: Catalyst prediction with 721,799 reactions and 888 catalyst types from USPTO. Task: Predict which catalyst facilitates the given reaction. (1) Reactant: [Br:1][C:2]1[C:3](=[O:28])[N:4]([CH2:19][C:20]2[O:24][C:23]([C:25](O)=[O:26])=[CH:22][CH:21]=2)[C:5]([CH3:18])=[CH:6][C:7]=1[O:8][CH2:9][C:10]1[CH:15]=[CH:14][C:13]([F:16])=[CH:12][C:11]=1[F:17].ClC1N=C(OC)N=C(OC)[N:31]=1.CN1CCOCC1.[OH-].[NH4+]. Product: [Br:1][C:2]1[C:3](=[O:28])[N:4]([CH2:19][C:20]2[O:24][C:23]([C:25]([NH2:31])=[O:26])=[CH:22][CH:21]=2)[C:5]([CH3:18])=[CH:6][C:7]=1[O:8][CH2:9][C:10]1[CH:15]=[CH:14][C:13]([F:16])=[CH:12][C:11]=1[F:17]. The catalyst class is: 220. (2) Reactant: [NH2:1][C:2]1[N:10]=[CH:9][N:8]=[C:7]2[C:3]=1[N:4]=[CH:5][N:6]2[C@H:11]1[C@@H:15]2[O:16][C:17]([CH3:20])([CH3:19])[O:18][C@@H:14]2[C@@H:13]([CH2:21][NH:22][CH:23]2[CH2:26][CH:25]([CH2:27][CH2:28][C:29]([O:31][CH2:32][C:33]3[CH:38]=[CH:37][CH:36]=[CH:35][CH:34]=3)=[O:30])[CH2:24]2)[O:12]1.C=O.O.[C:42]([BH3-])#N.[Na+]. Product: [NH2:1][C:2]1[N:10]=[CH:9][N:8]=[C:7]2[C:3]=1[N:4]=[CH:5][N:6]2[C@H:11]1[C@@H:15]2[O:16][C:17]([CH3:19])([CH3:20])[O:18][C@@H:14]2[C@@H:13]([CH2:21][N:22]([CH3:42])[CH:23]2[CH2:26][CH:25]([CH2:27][CH2:28][C:29]([O:31][CH2:32][C:33]3[CH:34]=[CH:35][CH:36]=[CH:37][CH:38]=3)=[O:30])[CH2:24]2)[O:12]1. The catalyst class is: 5. (3) Product: [F:23][CH:24]([F:27])[CH2:25][N:18]1[CH2:17][CH2:16][CH:15]([C:6]2[CH:7]=[C:8]3[C:13](=[N:14][C:5]=2[CH:4]([O:3][CH3:2])[O:21][CH3:22])[NH:12][CH2:11][CH2:10][CH2:9]3)[CH2:20][CH2:19]1. Reactant: Cl.[CH3:2][O:3][CH:4]([O:21][CH3:22])[C:5]1[N:14]=[C:13]2[C:8]([CH2:9][CH2:10][CH2:11][NH:12]2)=[CH:7][C:6]=1[CH:15]1[CH2:20][CH2:19][NH:18][CH2:17][CH2:16]1.[F:23][CH:24]([F:27])[CH2:25]I.C([O-])([O-])=O.[K+].[K+]. The catalyst class is: 18.